This data is from Catalyst prediction with 721,799 reactions and 888 catalyst types from USPTO. The task is: Predict which catalyst facilitates the given reaction. (1) Reactant: [O-:1][S:2](S([O-])=O)=[O:3].[Na+].[Na+].O.[CH:10]([C:13]([C:16]([C:19]([C:22]([C:25]([CH2:28]I)([F:27])[F:26])([F:24])[F:23])([F:21])[F:20])([F:18])[F:17])([F:15])[F:14])([F:12])[F:11]. Product: [CH:10]([C:13]([C:16]([C:19]([C:22]([C:25]([CH2:28][S:2]([OH:1])=[O:3])([F:26])[F:27])([F:23])[F:24])([F:20])[F:21])([F:18])[F:17])([F:15])[F:14])([F:12])[F:11]. The catalyst class is: 10. (2) Reactant: [NH2:1][C:2]1[CH:9]=[C:8]([O:10][CH3:11])[CH:7]=[CH:6][C:3]=1[CH:4]=[O:5].[Br:12]N1C(=O)CCC1=O.S([O-])([O-])(=O)=O.[Na+].[Na+]. Product: [NH2:1][C:2]1[CH:9]=[C:8]([O:10][CH3:11])[C:7]([Br:12])=[CH:6][C:3]=1[CH:4]=[O:5]. The catalyst class is: 46. (3) Reactant: [Br:1][C:2]1[CH:7]=[CH:6][C:5]([OH:8])=[CH:4][C:3]=1[CH3:9].[C:10]([O-])([O-])=O.[K+].[K+].CI.O. Product: [Br:1][C:2]1[CH:7]=[CH:6][C:5]([O:8][CH3:10])=[CH:4][C:3]=1[CH3:9]. The catalyst class is: 3. (4) Reactant: [CH3:1][O:2][C:3]1[CH:4]=[C:5]([CH2:23][C:24]([O:26][CH2:27][CH3:28])=[O:25])[CH:6]=[CH:7][C:8]=1[O:9][C:10]1[C:11]([N+:20]([O-])=O)=[C:12]2[C:17](=[CH:18][CH:19]=1)[N:16]=[CH:15][CH:14]=[CH:13]2. Product: [NH2:20][C:11]1[C:10]([O:9][C:8]2[CH:7]=[CH:6][C:5]([CH2:23][C:24]([O:26][CH2:27][CH3:28])=[O:25])=[CH:4][C:3]=2[O:2][CH3:1])=[CH:19][CH:18]=[C:17]2[C:12]=1[CH:13]=[CH:14][CH:15]=[N:16]2. The catalyst class is: 50. (5) Product: [C:1]([C:3]1[CH:4]=[C:5]2[C:9](=[CH:10][CH:11]=1)[N:8]([CH2:15][CH2:16][CH2:17][CH2:18][CH2:19][B:20]([OH:22])[OH:21])[CH:7]=[CH:6]2)#[N:2]. Reactant: [C:1]([C:3]1[CH:4]=[C:5]2[C:9](=[CH:10][CH:11]=1)[NH:8][CH:7]=[CH:6]2)#[N:2].[H-].[Na+].Br[CH2:15][CH2:16][CH2:17][CH2:18][CH2:19][B:20]([OH:22])[OH:21]. The catalyst class is: 9.